This data is from Full USPTO retrosynthesis dataset with 1.9M reactions from patents (1976-2016). The task is: Predict the reactants needed to synthesize the given product. (1) The reactants are: [CH:1]([CH:4]1[CH2:9][CH2:8][CH2:7][CH:6]([CH:10]([CH3:14])[CH2:11][CH:12]=[O:13])[CH2:5]1)([CH3:3])[CH3:2].C=O.[C:17](O)(=O)CC.N1CCCC1. Given the product [CH:1]([CH:4]1[CH2:9][CH2:8][CH2:7][CH:6]([CH:10]([CH3:14])[C:11](=[CH2:17])[CH:12]=[O:13])[CH2:5]1)([CH3:3])[CH3:2], predict the reactants needed to synthesize it. (2) Given the product [OH:3][C:2]([C:4]([F:7])([F:6])[F:5])=[O:1].[CH:32]([C@@H:29]1[CH2:28][CH2:27][C@H:26]([N:23]2[CH2:22][CH2:21][C:18]3([N:17]([C:35]4[CH:36]=[CH:37][CH:38]=[CH:39][CH:40]=4)[CH2:16][N:15]([CH2:14][CH2:13][CH2:12][CH2:11][CH2:10][CH2:9][N:41]4[CH2:54][CH2:53][CH2:52][NH:51][CH2:50][CH2:49][NH:48][CH2:47][CH2:46][CH2:45][NH:44][CH2:43][CH2:42]4)[C:19]3=[O:20])[CH2:25][CH2:24]2)[CH2:31][CH2:30]1)([CH3:33])[CH3:34], predict the reactants needed to synthesize it. The reactants are: [OH:1][C:2]([C:4]([F:7])([F:6])[F:5])=[O:3].Br[CH2:9][CH2:10][CH2:11][CH2:12][CH2:13][CH2:14][N:15]1[C:19](=[O:20])[C:18]2([CH2:25][CH2:24][N:23]([C@H:26]3[CH2:31][CH2:30][C@@H:29]([CH:32]([CH3:34])[CH3:33])[CH2:28][CH2:27]3)[CH2:22][CH2:21]2)[N:17]([C:35]2[CH:40]=[CH:39][CH:38]=[CH:37][CH:36]=2)[CH2:16]1.[NH:41]1[CH2:54][CH2:53][CH2:52][NH:51][CH2:50][CH2:49][NH:48][CH2:47][CH2:46][CH2:45][NH:44][CH2:43][CH2:42]1. (3) Given the product [C:1]([O:5][C:6]([N:8]1[CH2:12][CH2:11][C@@H:10]([C:13]([NH:15][NH:16][C:17]([C@H:19]2[CH2:25][CH2:24][C@@H:23]3[CH2:26][N:20]2[C:21](=[O:35])[N:22]3[OH:27])=[O:18])=[O:14])[CH2:9]1)=[O:7])([CH3:4])([CH3:2])[CH3:3], predict the reactants needed to synthesize it. The reactants are: [C:1]([O:5][C:6]([N:8]1[CH2:12][CH2:11][C@@H:10]([C:13]([NH:15][NH:16][C:17]([C@H:19]2[CH2:25][CH2:24][C@@H:23]3[CH2:26][N:20]2[C:21](=[O:35])[N:22]3[O:27]CC2C=CC=CC=2)=[O:18])=[O:14])[CH2:9]1)=[O:7])([CH3:4])([CH3:3])[CH3:2]. (4) Given the product [Br:18][C:2]1[O:1][C:10]2[CH2:9][CH2:8][CH:7]([C:11]([O:13][C:14]([CH3:17])([CH3:16])[CH3:15])=[O:12])[NH:6][CH2:5][C:4]=2[CH:3]=1, predict the reactants needed to synthesize it. The reactants are: [O:1]1[C:10]2[CH2:9][CH2:8][CH:7]([C:11]([O:13][C:14]([CH3:17])([CH3:16])[CH3:15])=[O:12])[NH:6][CH2:5][C:4]=2[CH:3]=[CH:2]1.[Br:18]N1C(=O)CCC1=O.C([O-])(O)=O.[Na+]. (5) The reactants are: C[O:2][C:3]([C:5]1[C:14]([CH3:15])=[C:13]2[C:8]([C@@H:9]([NH:16][C:17]([O:19][C:20]([CH3:23])([CH3:22])[CH3:21])=[O:18])[CH2:10][CH2:11][S:12]2)=[CH:7][CH:6]=1)=[O:4].C(=O)([O-])[O-].[K+].[K+]. Given the product [C:20]([O:19][C:17]([NH:16][C@@H:9]1[C:8]2[C:13](=[C:14]([CH3:15])[C:5]([C:3]([OH:4])=[O:2])=[CH:6][CH:7]=2)[S:12][CH2:11][CH2:10]1)=[O:18])([CH3:23])([CH3:22])[CH3:21], predict the reactants needed to synthesize it. (6) Given the product [Cl:31][C:28]1[CH:29]=[CH:30][C:25]([S:22]([C:17]2[C:16]([CH2:15][C:7]3[C:8]4[C:13](=[CH:12][CH:11]=[C:10]([F:14])[CH:9]=4)[N:5]([CH2:4][C:3]([OH:33])=[O:2])[C:6]=3[CH3:32])=[CH:21][CH:20]=[CH:19][N:18]=2)(=[O:24])=[O:23])=[CH:26][CH:27]=1, predict the reactants needed to synthesize it. The reactants are: C[O:2][C:3](=[O:33])[CH2:4][N:5]1[C:13]2[C:8](=[CH:9][C:10]([F:14])=[CH:11][CH:12]=2)[C:7]([CH2:15][C:16]2[C:17]([S:22]([C:25]3[CH:30]=[CH:29][C:28]([Cl:31])=[CH:27][CH:26]=3)(=[O:24])=[O:23])=[N:18][CH:19]=[CH:20][CH:21]=2)=[C:6]1[CH3:32].[OH-].[Na+].Cl. (7) Given the product [Br:2][C:3]1[N:8]=[C:7]([CH2:9][NH:10][C:45](=[O:46])[CH2:44][O:43][CH3:42])[CH:6]=[CH:5][CH:4]=1, predict the reactants needed to synthesize it. The reactants are: Cl.[Br:2][C:3]1[N:8]=[C:7]([CH2:9][NH2:10])[CH:6]=[CH:5][CH:4]=1.Cl.CN(C)CCCN=C=NCC.ON1C2C=CC=CC=2N=N1.C(N(C(C)C)CC)(C)C.[CH3:42][O:43][CH2:44][C:45](O)=[O:46].C(O)(C(F)(F)F)=O.